This data is from Full USPTO retrosynthesis dataset with 1.9M reactions from patents (1976-2016). The task is: Predict the reactants needed to synthesize the given product. (1) Given the product [CH2:20]([O:27][C:28]([NH:30][C@H:31]([C:35]([O:1][C:2]1[CH:3]=[C:4]([CH:17]=[CH:18][CH:19]=1)[C:5]([O:7][CH2:8][C:9]1[CH:14]=[CH:13][C:12]([O:15][CH3:16])=[CH:11][CH:10]=1)=[O:6])=[O:36])[CH:32]([CH3:34])[CH3:33])=[O:29])[C:21]1[CH:26]=[CH:25][CH:24]=[CH:23][CH:22]=1, predict the reactants needed to synthesize it. The reactants are: [OH:1][C:2]1[CH:3]=[C:4]([CH:17]=[CH:18][CH:19]=1)[C:5]([O:7][CH2:8][C:9]1[CH:14]=[CH:13][C:12]([O:15][CH3:16])=[CH:11][CH:10]=1)=[O:6].[CH2:20]([O:27][C:28]([NH:30][C@H:31]([C:35](O)=[O:36])[CH:32]([CH3:34])[CH3:33])=[O:29])[C:21]1[CH:26]=[CH:25][CH:24]=[CH:23][CH:22]=1.C1(N=C=NC2CCCCC2)CCCCC1. (2) Given the product [CH2:11]1[CH2:8][CH2:7][C:6]([OH:10])([C:1]([C:2]2[CH:3]=[CH:21][CH:16]=[CH:17][CH:18]=2)=[O:5])[CH2:13][CH2:12]1, predict the reactants needed to synthesize it. The reactants are: [C:1]([OH:5])(=O)[CH:2]=[CH2:3].[C:6]([OH:10])(=O)[CH:7]=[CH2:8].[C:11](O)(=O)[CH:12]=[CH2:13].[C:16](O)(=O)[CH:17]=[CH2:18].[C:21](O)(=O)C=C.C(O)(=O)C=C.OCC(CO)(CO)CO.C(O)(=O)C=C.NC(OCC)=O.C1(=O)OCCCCC1.OCC(CO)(COCC(CO)(CO)CO)CO. (3) The reactants are: Br[C:2]1[S:3][C:4]([NH:34]C(=O)OC(C)(C)C)=[C:5]([C:7](=[O:33])[NH:8][C:9]2[CH:10]=[N:11][N:12]([CH2:29][CH:30]([F:32])[F:31])[C:13]=2[N:14]2[CH2:20][CH2:19][CH2:18][C@@H:17]([N:21]([CH3:28])C(=O)C(F)(F)F)[CH2:16][CH2:15]2)[N:6]=1.[F:42][C:43]1[CH:48]=[CH:47][C:46]([CH3:49])=[CH:45][C:44]=1B(O)O. Given the product [NH2:34][C:4]1[S:3][C:2]([C:44]2[CH:45]=[C:46]([CH3:49])[CH:47]=[CH:48][C:43]=2[F:42])=[N:6][C:5]=1[C:7]([NH:8][C:9]1[CH:10]=[N:11][N:12]([CH2:29][CH:30]([F:31])[F:32])[C:13]=1[N:14]1[CH2:20][CH2:19][CH2:18][C@@H:17]([NH:21][CH3:28])[CH2:16][CH2:15]1)=[O:33], predict the reactants needed to synthesize it. (4) Given the product [C:11]1([CH2:17][C:18]([N:20]=[C:21]=[S:22])=[O:19])[CH:16]=[CH:15][CH:14]=[CH:13][CH:12]=1.[CH3:23][O:24][C:25]1[CH:26]=[C:27]2[C:32](=[CH:33][C:34]=1[O:35][CH3:36])[N:31]=[CH:30][CH:29]=[C:28]2[O:37][C:38]1[CH:39]=[CH:40][C:41]([NH:42][C:21]([NH:20][C:18](=[O:19])[CH2:17][C:11]2[CH:16]=[CH:15][CH:14]=[CH:13][CH:12]=2)=[S:22])=[CH:43][CH:44]=1, predict the reactants needed to synthesize it. The reactants are: C1(CC(Cl)=O)C=CC=CC=1.[C:11]1([CH2:17][C:18]([N:20]=[C:21]=[S:22])=[O:19])[CH:16]=[CH:15][CH:14]=[CH:13][CH:12]=1.[CH3:23][O:24][C:25]1[CH:26]=[C:27]2[C:32](=[CH:33][C:34]=1[O:35][CH3:36])[N:31]=[CH:30][CH:29]=[C:28]2[O:37][C:38]1[CH:44]=[CH:43][C:41]([NH2:42])=[CH:40][CH:39]=1.C1(C)C=CC=CC=1. (5) Given the product [CH2:1]([O:8][C:9]([NH:11][CH:12]([CH2:17][C:18]1[CH:23]=[CH:22][C:21]([CH2:32][OH:33])=[CH:20][CH:19]=1)[C:13]([O:15][CH3:16])=[O:14])=[O:10])[C:2]1[CH:7]=[CH:6][CH:5]=[CH:4][CH:3]=1, predict the reactants needed to synthesize it. The reactants are: [CH2:1]([O:8][C:9]([NH:11][CH:12]([CH2:17][C:18]1[CH:23]=[CH:22][C:21](OS(C(F)(F)F)(=O)=O)=[CH:20][CH:19]=1)[C:13]([O:15][CH3:16])=[O:14])=[O:10])[C:2]1[CH:7]=[CH:6][CH:5]=[CH:4][CH:3]=1.[C:32]([O-])([O-])=[O:33].[K+].[K+].C([O-])(O)=O.[Na+].C(OCC)(=O)C. (6) Given the product [Cl:1][C:2]1[CH:3]=[CH:4][C:5]2[N:11]3[C:12]([CH:15]4[CH2:17][CH2:16]4)=[N:13][N:14]=[C:10]3[C@@H:9]([CH2:18][CH2:19][C:20]([NH:35][CH2:36][C:37](=[O:44])[CH2:38][C:39]([O:41][CH2:42][CH3:43])=[O:40])=[O:21])[O:8][C@H:7]([C:23]3[CH:28]=[CH:27][CH:26]=[C:25]([O:29][CH3:30])[C:24]=3[O:31][CH3:32])[C:6]=2[CH:33]=1, predict the reactants needed to synthesize it. The reactants are: [Cl:1][C:2]1[CH:3]=[CH:4][C:5]2[N:11]3[C:12]([CH:15]4[CH2:17][CH2:16]4)=[N:13][N:14]=[C:10]3[C@@H:9]([CH2:18][CH2:19][C:20](O)=[O:21])[O:8][C@H:7]([C:23]3[CH:28]=[CH:27][CH:26]=[C:25]([O:29][CH3:30])[C:24]=3[O:31][CH3:32])[C:6]=2[CH:33]=1.Cl.[NH2:35][CH2:36][C:37](=[O:44])[CH2:38][C:39]([O:41][CH2:42][CH3:43])=[O:40].Cl.C(N=C=NCCCN(C)C)C.ON1C2C=CC=CC=2N=N1.